This data is from Forward reaction prediction with 1.9M reactions from USPTO patents (1976-2016). The task is: Predict the product of the given reaction. (1) Given the reactants [CH:1]1([CH2:7][C:8]2[N:9]=[C:10]([C:13]3[O:17][C:16]([CH2:18][C:19]([CH3:24])([CH3:23])[C:20]([OH:22])=[O:21])=[N:15][N:14]=3)[S:11][CH:12]=2)[CH2:6][CH2:5][CH2:4][CH2:3][CH2:2]1.Br[C:26]1[CH:35]=[CH:34][C:33]([S:36]([NH:39][C@@H:40]([CH2:45][CH3:46])[C:41]([F:44])([F:43])[F:42])(=[O:38])=[O:37])=[C:32]2[C:27]=1[CH:28]=[CH:29][N:30]=[CH:31]2, predict the reaction product. The product is: [CH:1]1([CH2:7][C:8]2[N:9]=[C:10]([C:13]3[O:17][C:16]([CH2:18][C:19]([CH3:24])([CH3:23])[C:20]([OH:22])=[O:21])=[N:15][N:14]=3)[S:11][C:12]=2[C:26]2[CH:35]=[CH:34][C:33]([S:36](=[O:37])(=[O:38])[NH:39][C@@H:40]([CH2:45][CH3:46])[C:41]([F:42])([F:43])[F:44])=[C:32]3[C:27]=2[CH:28]=[CH:29][N:30]=[CH:31]3)[CH2:2][CH2:3][CH2:4][CH2:5][CH2:6]1. (2) Given the reactants [NH2:1][C:2]1[CH:7]=[CH:6][C:5]([N:8]2[CH2:12][CH2:11][C@@H:10]([OH:13])[CH2:9]2)=[C:4]([O:14][CH3:15])[CH:3]=1.[Cl:16][C:17]1[CH:22]=[CH:21][C:20]([C:23]2[CH:24]=[C:25]([C:28](O)=[O:29])[NH:26][CH:27]=2)=[CH:19][CH:18]=1, predict the reaction product. The product is: [Cl:16][C:17]1[CH:22]=[CH:21][C:20]([C:23]2[CH:24]=[C:25]([C:28]([NH:1][C:2]3[CH:7]=[CH:6][C:5]([N:8]4[CH2:12][CH2:11][C@@H:10]([OH:13])[CH2:9]4)=[C:4]([O:14][CH3:15])[CH:3]=3)=[O:29])[NH:26][CH:27]=2)=[CH:19][CH:18]=1. (3) Given the reactants I[C:2]1[CH:7]=[CH:6][N:5]2[C:8]([C:11]3[CH:16]=[CH:15][C:14]([N:17]4[C@@H:21]([C:22]5[CH:27]=[CH:26][CH:25]=[CH:24][CH:23]=5)[C:20]([CH3:29])([CH3:28])[O:19][C:18]4=[O:30])=[CH:13][CH:12]=3)=[N:9][N:10]=[C:4]2[CH:3]=1.[C:31]([Zn]C#N)#[N:32], predict the reaction product. The product is: [CH3:29][C:20]1([CH3:28])[O:19][C:18](=[O:30])[N:17]([C:14]2[CH:13]=[CH:12][C:11]([C:8]3[N:5]4[CH:6]=[CH:7][C:2]([C:31]#[N:32])=[CH:3][C:4]4=[N:10][N:9]=3)=[CH:16][CH:15]=2)[C@H:21]1[C:22]1[CH:23]=[CH:24][CH:25]=[CH:26][CH:27]=1. (4) The product is: [NH:1]1[C:5]([CH:7]2[CH2:12][CH2:11][N:10]([C:13]([O:15][C:16]([CH3:19])([CH3:18])[CH3:17])=[O:14])[CH2:9][CH2:8]2)=[N:6][N:3]=[N:2]1. Given the reactants [N-:1]=[N+:2]=[N-:3].[Na+].[C:5]([CH:7]1[CH2:12][CH2:11][N:10]([C:13]([O:15][C:16]([CH3:19])([CH3:18])[CH3:17])=[O:14])[CH2:9][CH2:8]1)#[N:6], predict the reaction product. (5) Given the reactants [Li]CCCC.Br[C:7]1[CH:8]=[C:9]2[C:14](=[CH:15][CH:16]=1)[O:13][C:12]([CH3:18])([CH3:17])[CH:11]=[CH:10]2.[CH3:19][O:20][C:21]1[CH:22]=[C:23]([CH:26]=[CH:27][C:28]=1[O:29][CH3:30])[CH:24]=[O:25].[Cl-].[NH4+], predict the reaction product. The product is: [CH3:19][O:20][C:21]1[CH:22]=[C:23]([CH:24]([C:7]2[CH:8]=[C:9]3[C:14](=[CH:15][CH:16]=2)[O:13][C:12]([CH3:18])([CH3:17])[CH:11]=[CH:10]3)[OH:25])[CH:26]=[CH:27][C:28]=1[O:29][CH3:30]. (6) The product is: [F:12][C:10]1[CH:9]=[CH:8][CH:7]=[C:6]2[C:11]=1[C:2]([NH:27][C:23]1[CH:22]=[C:21]3[C:26](=[CH:25][CH:24]=1)[N:18]([CH2:17][C:16]1[CH:28]=[CH:29][CH:30]=[C:14]([F:13])[CH:15]=1)[N:19]=[CH:20]3)=[N:3][CH:4]=[N:5]2. Given the reactants Cl[C:2]1[C:11]2[C:6](=[CH:7][CH:8]=[CH:9][C:10]=2[F:12])[N:5]=[CH:4][N:3]=1.[F:13][C:14]1[CH:15]=[C:16]([CH:28]=[CH:29][CH:30]=1)[CH2:17][N:18]1[C:26]2[C:21](=[CH:22][C:23]([NH2:27])=[CH:24][CH:25]=2)[CH:20]=[N:19]1.C(N(C(C)C)CC)(C)C, predict the reaction product.